This data is from Forward reaction prediction with 1.9M reactions from USPTO patents (1976-2016). The task is: Predict the product of the given reaction. (1) Given the reactants Cl.Cl.[NH2:3][C:4]1[N:9]=[CH:8][C:7](/[CH:10]=[CH:11]/[C:12]([NH:14][CH2:15][CH:16]2[CH2:20][C:19]3[CH:21]=[C:22]([C:26]4[CH:31]=[CH:30][C:29]([C:32]([N:34]5[CH2:39][CH2:38][NH:37][CH2:36][CH2:35]5)=[O:33])=[CH:28][CH:27]=4)[CH:23]=[C:24]([Cl:25])[C:18]=3[O:17]2)=[O:13])=[CH:6][CH:5]=1.[CH2:40]([O:42][C:43](=[O:55])[CH2:44][CH2:45][O:46][CH2:47][CH2:48][O:49][CH2:50][CH2:51][C:52](O)=[O:53])[CH3:41].CN(C(ON1N=NC2C=CC=NC1=2)=[N+](C)C)C.F[P-](F)(F)(F)(F)F, predict the reaction product. The product is: [NH2:3][C:4]1[N:9]=[CH:8][C:7](/[CH:10]=[CH:11]/[C:12]([NH:14][CH2:15][CH:16]2[CH2:20][C:19]3[CH:21]=[C:22]([C:26]4[CH:31]=[CH:30][C:29]([C:32]([N:34]5[CH2:39][CH2:38][N:37]([C:52](=[O:53])[CH2:51][CH2:50][O:49][CH2:48][CH2:47][O:46][CH2:45][CH2:44][C:43]([O:42][CH2:40][CH3:41])=[O:55])[CH2:36][CH2:35]5)=[O:33])=[CH:28][CH:27]=4)[CH:23]=[C:24]([Cl:25])[C:18]=3[O:17]2)=[O:13])=[CH:6][CH:5]=1. (2) Given the reactants C(O[C:6](=[O:26])[NH:7][C@H:8]([C@@H:19]1[CH2:23][C@@H:22]([CH3:24])[C:21](=[O:25])[O:20]1)[CH2:9][C:10]1[CH:15]=[CH:14][CH:13]=[C:12]([CH2:16][CH:17]=[CH2:18])[CH:11]=1)(C)(C)C.[CH2:27]([NH:30][C:31]1[CH:32]=[C:33]([CH:37]=[C:38]([O:40][CH3:41])[N:39]=1)C(O)=O)[CH:28]=[CH2:29].C1C=CC2N(O)N=NC=2C=1.CCN=C=NCCCN(C)C.Cl.CCN(CC)CC, predict the reaction product. The product is: [CH2:27]([NH:30][C:31]1[CH:32]=[C:33]([CH:37]=[C:38]([O:40][CH3:41])[N:39]=1)[C:6]([NH:7][C@H:8]([C@@H:19]1[CH2:23][C@@H:22]([CH3:24])[C:21](=[O:25])[O:20]1)[CH2:9][C:10]1[CH:15]=[CH:14][CH:13]=[C:12]([CH2:16][CH:17]=[CH2:18])[CH:11]=1)=[O:26])[CH:28]=[CH2:29]. (3) Given the reactants [O:1]1[CH:5]=[CH:4][C:3]([C:6]2[N:7]([CH2:13][O:14][CH2:15][CH2:16][Si:17]([CH3:20])([CH3:19])[CH3:18])[CH:8]=[C:9]([CH2:11][OH:12])[N:10]=2)=[N:2]1.N1C=NN=N1.C(N(C(C)C)[P:30]([O:36][C:37]([CH3:40])([CH3:39])[CH3:38])[O:31][C:32]([CH3:35])([CH3:34])[CH3:33])(C)C.OO.S([O-])([O-])(=[O:48])=S.[Na+].[Na+], predict the reaction product. The product is: [O:1]1[CH:5]=[CH:4][C:3]([C:6]2[N:7]([CH2:13][O:14][CH2:15][CH2:16][Si:17]([CH3:20])([CH3:19])[CH3:18])[CH:8]=[C:9]([CH2:11][O:12][P:30](=[O:48])([O:31][C:32]([CH3:33])([CH3:34])[CH3:35])[O:36][C:37]([CH3:38])([CH3:39])[CH3:40])[N:10]=2)=[N:2]1.